This data is from Peptide-MHC class II binding affinity with 134,281 pairs from IEDB. The task is: Regression. Given a peptide amino acid sequence and an MHC pseudo amino acid sequence, predict their binding affinity value. This is MHC class II binding data. (1) The peptide sequence is EGKQSLTKLAAAWGG. The MHC is DRB1_0301 with pseudo-sequence DRB1_0301. The binding affinity (normalized) is 0. (2) The binding affinity (normalized) is 0.811. The MHC is H-2-IAd with pseudo-sequence H-2-IAd. The peptide sequence is TLWQRPIVTIKIGGQLKEAL. (3) The peptide sequence is TLTAFGFASADLIEI. The MHC is HLA-DPA10103-DPB10401 with pseudo-sequence HLA-DPA10103-DPB10401. The binding affinity (normalized) is 0.427. (4) The peptide sequence is LAQEAGNFERISGDL. The MHC is DRB3_0101 with pseudo-sequence DRB3_0101. The binding affinity (normalized) is 0.213.